Dataset: Full USPTO retrosynthesis dataset with 1.9M reactions from patents (1976-2016). Task: Predict the reactants needed to synthesize the given product. Given the product [CH:32]([OH:51])=[O:31].[C:40]([C:38]1[CH:39]=[C:34]([NH:33][C:32]([NH:27][C@@H:20]2[C:21]3[C:26](=[CH:25][CH:24]=[CH:23][CH:22]=3)[C@H:17]([O:16][C:13]3[CH:14]=[CH:15][C:10]4[N:11]([C:7]([C@@H:3]5[CH2:4][CH2:5][CH2:6][N:2]5[CH3:1])=[N:8][N:9]=4)[CH:12]=3)[CH2:18][CH2:19]2)=[O:31])[C:35]([O:49][CH3:50])=[C:36]([NH:44][S:45]([CH3:48])(=[O:46])=[O:47])[CH:37]=1)([CH3:43])([CH3:41])[CH3:42], predict the reactants needed to synthesize it. The reactants are: [CH3:1][N:2]1[CH2:6][CH2:5][CH2:4][C@H:3]1[C:7]1[N:11]2[CH:12]=[C:13]([O:16][C@H:17]3[C:26]4[C:21](=[CH:22][CH:23]=[CH:24][CH:25]=4)[C@@H:20]([NH2:27])[CH2:19][CH2:18]3)[CH:14]=[CH:15][C:10]2=[N:9][N:8]=1.ClC(Cl)(Cl)C[O:31][C:32](=[O:51])[NH:33][C:34]1[CH:39]=[C:38]([C:40]([CH3:43])([CH3:42])[CH3:41])[CH:37]=[C:36]([NH:44][S:45]([CH3:48])(=[O:47])=[O:46])[C:35]=1[O:49][CH3:50].CCN(C(C)C)C(C)C.